From a dataset of Full USPTO retrosynthesis dataset with 1.9M reactions from patents (1976-2016). Predict the reactants needed to synthesize the given product. (1) Given the product [CH3:11][N:12]1[CH:16]=[CH:15][N:14]=[C:13]1/[CH:17]=[CH:18]/[C:19]1[C:27]2[C:22](=[CH:23][C:24](/[CH:28]=[C:3]3/[C:2](=[O:10])[NH:1][C:9]4[C:4]/3=[CH:5][CH:6]=[CH:7][CH:8]=4)=[CH:25][CH:26]=2)[N:21]([CH2:30][O:31][CH2:32][CH2:33][Si:34]([CH3:37])([CH3:35])[CH3:36])[N:20]=1, predict the reactants needed to synthesize it. The reactants are: [NH:1]1[C:9]2[C:4](=[CH:5][CH:6]=[CH:7][CH:8]=2)[CH2:3][C:2]1=[O:10].[CH3:11][N:12]1[CH:16]=[CH:15][N:14]=[C:13]1/[CH:17]=[CH:18]/[C:19]1[C:27]2[C:22](=[CH:23][C:24]([CH:28]=O)=[CH:25][CH:26]=2)[N:21]([CH2:30][O:31][CH2:32][CH2:33][Si:34]([CH3:37])([CH3:36])[CH3:35])[N:20]=1. (2) Given the product [Br:1][C:2]1[CH:3]=[C:4]([CH:24]=[O:25])[C:5]([OH:11])=[C:6]([CH:10]=1)[C:7]([OH:9])=[O:8], predict the reactants needed to synthesize it. The reactants are: [Br:1][C:2]1[CH:3]=[CH:4][C:5]([OH:11])=[C:6]([CH:10]=1)[C:7]([OH:9])=[O:8].N12CN3CN(CN(C3)C1)C2.FC(F)(F)[C:24](O)=[O:25]. (3) Given the product [C:1]([O:5][C@@H:6]([C:12]1[C:13]([CH3:27])=[N:14][C:15]2[N:16]([N:19]=[C:20]([C:22]([O:24][CH2:25][CH3:26])=[O:23])[CH:21]=2)[C:17]=1/[CH:32]=[CH:31]/[CH2:30][CH:29]([CH3:36])[CH3:28])[C:7]([O:9][CH2:10][CH3:11])=[O:8])([CH3:4])([CH3:3])[CH3:2], predict the reactants needed to synthesize it. The reactants are: [C:1]([O:5][C@@H:6]([C:12]1[C:13]([CH3:27])=[N:14][C:15]2[N:16]([N:19]=[C:20]([C:22]([O:24][CH2:25][CH3:26])=[O:23])[CH:21]=2)[C:17]=1I)[C:7]([O:9][CH2:10][CH3:11])=[O:8])([CH3:4])([CH3:3])[CH3:2].[CH3:28][CH:29]([CH3:36])[CH2:30]/[CH:31]=[CH:32]/B(O)O.C([O-])([O-])=O.[Na+].[Na+]. (4) The reactants are: [Si]([O:18][CH2:19][CH2:20][CH2:21][CH2:22][CH2:23][CH2:24][CH:25]([C:36]1[CH:41]=[C:40]([F:42])[CH:39]=[CH:38][C:37]=1[F:43])[S:26]([C:29]1[CH:34]=[CH:33][C:32]([Cl:35])=[CH:31][CH:30]=1)(=[O:28])=[O:27])(C(C)(C)C)(C1C=CC=CC=1)C1C=CC=CC=1.[F-].C([N+](CCCC)(CCCC)CCCC)CCC.O. Given the product [Cl:35][C:32]1[CH:31]=[CH:30][C:29]([S:26]([CH:25]([C:36]2[CH:41]=[C:40]([F:42])[CH:39]=[CH:38][C:37]=2[F:43])[CH2:24][CH2:23][CH2:22][CH2:21][CH2:20][CH2:19][OH:18])(=[O:28])=[O:27])=[CH:34][CH:33]=1, predict the reactants needed to synthesize it. (5) Given the product [Br:24][C:11]1[C:6]2[NH:7][C:8]3[CH:9]=[CH:10][C:2]([F:1])=[CH:3][C:4]=3[C:5]=2[C:14](=[O:15])[NH:13][CH:12]=1, predict the reactants needed to synthesize it. The reactants are: [F:1][C:2]1[CH:10]=[CH:9][C:8]2[NH:7][C:6]3[CH:11]=[CH:12][NH:13][C:14](=[O:15])[C:5]=3[C:4]=2[CH:3]=1.[Al].C1C(=O)N([Br:24])C(=O)C1. (6) Given the product [N:1]1[C:6]2[C:5](=[CH:11][CH:12]=[CH:13][N:7]=2)[CH:4]=[CH:3][C:2]=1[NH2:8], predict the reactants needed to synthesize it. The reactants are: [N:1]1[C:6]([NH2:7])=[CH:5][CH:4]=[CH:3][C:2]=1[NH2:8].CN(C)[CH:11]=[CH:12][CH:13]=O.C(=O)([O-])[O-].[Na+].[Na+].